Predict the product of the given reaction. From a dataset of Forward reaction prediction with 1.9M reactions from USPTO patents (1976-2016). (1) Given the reactants [CH3:1][C:2]1[CH:6]=[C:5]([CH2:7][NH2:8])[O:4][N:3]=1.[CH3:9][C:10](OC(C)=O)=[O:11], predict the reaction product. The product is: [CH3:1][C:2]1[CH:6]=[C:5]([CH2:7][NH:8][C:10](=[O:11])[CH3:9])[O:4][N:3]=1. (2) Given the reactants [F:1][C:2]([F:21])([S:17]([OH:20])(=[O:19])=[O:18])[C:3]([O:5][CH2:6][C:7]12[CH2:16][CH:11]3[CH2:12][CH:13]([CH2:15][CH:9]([CH2:10]3)[CH2:8]1)[CH2:14]2)=[O:4].[Na].[Br-].[C:24]1([S+:30]([C:37]2[CH:42]=[CH:41][CH:40]=[CH:39][CH:38]=2)[C:31]2[CH:36]=[CH:35][CH:34]=[CH:33][CH:32]=2)[CH:29]=[CH:28][CH:27]=[CH:26][CH:25]=1.O, predict the reaction product. The product is: [C:7]12([CH2:6][O:5][C:3](=[O:4])[C:2]([F:1])([F:21])[S:17]([OH:20])(=[O:19])=[O:18])[CH2:16][CH:11]3[CH2:10][CH:9]([CH2:15][CH:13]([CH2:12]3)[CH2:14]1)[CH2:8]2.[C:37]1([S+:30]([C:24]2[CH:25]=[CH:26][CH:27]=[CH:28][CH:29]=2)[C:31]2[CH:36]=[CH:35][CH:34]=[CH:33][CH:32]=2)[CH:38]=[CH:39][CH:40]=[CH:41][CH:42]=1. (3) The product is: [F:12][C:11]1[CH:10]=[C:9]2[C:4]([CH2:5][CH2:6][CH2:7][O:8]2)=[CH:3][C:2]=1[B:21]1[O:22][C:23]([CH3:25])([CH3:24])[C:19]([CH3:35])([CH3:18])[O:20]1. Given the reactants Br[C:2]1[CH:3]=[C:4]2[C:9](=[CH:10][C:11]=1[F:12])[O:8][CH2:7][CH2:6][CH2:5]2.C([O-])(=O)C.[K+].[CH3:18][C:19]1([CH3:35])[C:23]([CH3:25])([CH3:24])[O:22][B:21]([B:21]2[O:22][C:23]([CH3:25])([CH3:24])[C:19]([CH3:35])([CH3:18])[O:20]2)[O:20]1, predict the reaction product. (4) Given the reactants [F:1][C:2]1[CH:7]=[C:6]([F:8])[CH:5]=[CH:4][C:3]=1[C:9]([OH:31])([CH2:25][N:26]1[CH:30]=[N:29][N:28]=[N:27]1)[C:10]([C:13]1[CH:18]=[CH:17][C:16](/[CH:19]=[CH:20]/[CH2:21][O:22][CH2:23][CH3:24])=[CH:15][N:14]=1)([F:12])[F:11], predict the reaction product. The product is: [F:1][C:2]1[CH:7]=[C:6]([F:8])[CH:5]=[CH:4][C:3]=1[C:9]([OH:31])([CH2:25][N:26]1[CH:30]=[N:29][N:28]=[N:27]1)[C:10]([C:13]1[CH:18]=[CH:17][C:16]([CH2:19][CH2:20][CH2:21][O:22][CH2:23][CH3:24])=[CH:15][N:14]=1)([F:11])[F:12]. (5) Given the reactants [CH2:1]([O:3][C:4](=[O:13])[C:5]1[CH:10]=[C:9]([CH3:11])[CH:8]=[C:7]([Cl:12])[CH:6]=1)[CH3:2].C(OC(=O)C1C=CC(C[Br:25])=C(C(F)(F)F)C=1)C, predict the reaction product. The product is: [CH2:1]([O:3][C:4](=[O:13])[C:5]1[CH:6]=[C:7]([Cl:12])[CH:8]=[C:9]([CH2:11][Br:25])[CH:10]=1)[CH3:2]. (6) Given the reactants [CH2:1]([C:3]1[CH:8]=[CH:7][CH:6]=[C:5]([CH2:9][CH3:10])[C:4]=1[C:11]1[S:12][C:13]([CH2:17]O)=[C:14]([CH3:16])[N:15]=1)[CH3:2].S(Cl)(Cl)=O.[CH2:23]([CH:33]1[CH2:38][CH2:37][CH2:36][CH2:35][NH:34]1)[C:24]1C=[CH:31][C:30]2[O:29][CH2:28][O:27][C:26]=2[CH:25]=1.C(#N)C.C(=O)([O-])[O-].[K+].[K+], predict the reaction product. The product is: [O:27]1[C:26]2[CH:25]=[CH:24][C:23]([CH:33]3[CH2:38][CH2:37][CH2:36][CH2:35][N:34]3[CH2:17][C:13]3[S:12][C:11]([C:4]4[C:5]([CH2:9][CH3:10])=[CH:6][CH:7]=[CH:8][C:3]=4[CH2:1][CH3:2])=[N:15][C:14]=3[CH3:16])=[CH:31][C:30]=2[O:29][CH2:28]1. (7) Given the reactants [CH3:1][C:2]1[CH:9]=[C:8]([N+:10]([O-:12])=[O:11])[C:7]([CH3:13])=[CH:6][C:3]=1[CH:4]=[O:5].C1(C)C(S([CH2:23][N+:24]#[C-:25])(=O)=O)=CC=CC=1.C[O-].[Na+], predict the reaction product. The product is: [CH3:1][C:2]1[CH:9]=[C:8]([N+:10]([O-:12])=[O:11])[C:7]([CH3:13])=[CH:6][C:3]=1[C:4]1[O:5][CH:25]=[N:24][CH:23]=1.